This data is from Reaction yield outcomes from USPTO patents with 853,638 reactions. The task is: Predict the reaction yield, written as a fraction of the theoretical maximum amount of product (1.0 means a 100% yield; for example, 0.34 means a 34% yield). The reactants are C([O:3][C:4]([C:6]1[S:10][C:9]([C:11]2[S:19][C:18]3[C:13](=[N:14][CH:15]=[CH:16][C:17]=3[Cl:20])[CH:12]=2)=[N:8][C:7]=1[CH3:21])=[O:5])C.C1COCC1.[OH-].[K+].Cl. The catalyst is C(O)C. The product is [Cl:20][C:17]1[CH:16]=[CH:15][N:14]=[C:13]2[CH:12]=[C:11]([C:9]3[S:10][C:6]([C:4]([OH:5])=[O:3])=[C:7]([CH3:21])[N:8]=3)[S:19][C:18]=12. The yield is 0.720.